This data is from Forward reaction prediction with 1.9M reactions from USPTO patents (1976-2016). The task is: Predict the product of the given reaction. (1) The product is: [CH3:31][O:45][C:43](=[O:44])[C:42]1[CH:46]=[CH:47][C:39]([O:26][C:22]2[CH:21]=[C:20]([Cl:27])[C:19]([CH2:18][CH:15]3[CH2:16][CH2:17][N:13]([C@H:10]4[CH2:11][CH2:12][C@@H:7]([O:6][Si:5]([C:1]([CH3:2])([CH3:4])[CH3:3])([CH3:30])[CH3:29])[CH2:8][CH2:9]4)[C:14]3=[O:28])=[C:24]([Cl:25])[CH:23]=2)=[CH:40][CH:41]=1. Given the reactants [C:1]([Si:5]([CH3:30])([CH3:29])[O:6][C@@H:7]1[CH2:12][CH2:11][C@H:10]([N:13]2[CH2:17][CH2:16][CH:15]([CH2:18][C:19]3[C:24]([Cl:25])=[CH:23][C:22]([OH:26])=[CH:21][C:20]=3[Cl:27])[C:14]2=[O:28])[CH2:9][CH2:8]1)([CH3:4])([CH3:3])[CH3:2].[C:31]([O-])([O-])=O.[Cs+].[Cs+].FC[C:39]1[CH:47]=[CH:46][C:42]([C:43]([O-:45])=[O:44])=[CH:41][CH:40]=1, predict the reaction product. (2) Given the reactants CSC.[Cl-].[Al+3].[Cl-].[Cl-].C[O:9][C:10]([CH2:12][CH:13]1[C:19]2[CH:20]=[CH:21][CH:22]=[CH:23][C:18]=2[N:17]([C:24](=[O:42])[C:25]2[CH:30]=[CH:29][C:28]([NH:31][C:32](=[O:41])[CH2:33][O:34][C:35]3[CH:40]=[CH:39][CH:38]=[CH:37][CH:36]=3)=[CH:27][CH:26]=2)[CH2:16][CH2:15][CH2:14]1)=[O:11].Cl, predict the reaction product. The product is: [C:10]([CH2:12][CH:13]1[C:19]2[CH:20]=[CH:21][CH:22]=[CH:23][C:18]=2[N:17]([C:24](=[O:42])[C:25]2[CH:26]=[CH:27][C:28]([NH:31][C:32](=[O:41])[CH2:33][O:34][C:35]3[CH:40]=[CH:39][CH:38]=[CH:37][CH:36]=3)=[CH:29][CH:30]=2)[CH2:16][CH2:15][CH2:14]1)([OH:11])=[O:9]. (3) Given the reactants [Br:1][C:2]1[CH:7]=[CH:6][C:5]([OH:8])=[C:4]([F:9])[CH:3]=1.[CH2:10](I)[C:11]([CH3:14])([CH3:13])[CH3:12].C(O[K])(C)(C)C, predict the reaction product. The product is: [Br:1][C:2]1[CH:7]=[CH:6][C:5]([O:8][CH2:10][C:11]([CH3:14])([CH3:13])[CH3:12])=[C:4]([F:9])[CH:3]=1. (4) The product is: [CH3:11][C:12]1[CH:17]=[C:16]([CH3:18])[CH:15]=[CH:14][C:13]=1[CH2:19][CH2:20][CH:21]1[NH:10][CH2:9][CH2:8][N:3]2[C:2]([CH3:1])=[N:6][C:5]([CH3:7])=[C:4]12. Given the reactants [CH3:1][C:2]1[N:3]([CH2:8][CH2:9][NH2:10])[CH:4]=[C:5]([CH3:7])[N:6]=1.[CH3:11][C:12]1[CH:17]=[C:16]([CH3:18])[CH:15]=[CH:14][C:13]=1[CH2:19][CH2:20][CH:21]=O, predict the reaction product.